This data is from Forward reaction prediction with 1.9M reactions from USPTO patents (1976-2016). The task is: Predict the product of the given reaction. (1) The product is: [CH3:1][C:2]1[S:3][C:4]2[C:28](=[O:29])[C:12]3[CH:11]=[CH:10][CH:9]=[CH:8][C:7]=3[C:5]=2[CH:6]=1. Given the reactants [CH3:1][C:2]1[S:3][CH:4]=[C:5]([C:7]2[CH:12]=[CH:11][CH:10]=[CH:9][CH:8]=2)[CH:6]=1.CN(CCN(C)C)C.[Li]CCCC.CN(C)[C:28](=O)[O:29]CC.[NH4+].[Cl-], predict the reaction product. (2) Given the reactants [Br:1][C:2]1[CH:7]=[CH:6][C:5]([CH2:8]Br)=[CH:4][N:3]=1.[CH3:10][S:11]([CH3:14])(=[NH:13])=[O:12], predict the reaction product. The product is: [Br:1][C:2]1[N:3]=[CH:4][C:5]([CH2:8][N:13]=[S:11]([CH3:14])([CH3:10])=[O:12])=[CH:6][CH:7]=1. (3) Given the reactants [OH:1][CH:2]([CH3:14])[C@@H:3]([NH:10][C:11]([NH2:13])=[O:12])[C:4]1[CH:9]=[CH:8][CH:7]=[CH:6][CH:5]=1.C(O)C, predict the reaction product. The product is: [OH:1][C@H:2]([CH3:14])[C@@H:3]([NH:10][C:11]([NH2:13])=[O:12])[C:4]1[CH:9]=[CH:8][CH:7]=[CH:6][CH:5]=1. (4) Given the reactants [BH4-].[Na+].C1COCC1.C(O)(C(F)(F)F)=O.[BH4-].[Na+].C(O)(C(F)(F)F)=O.[C:24]1([C@@H:30]([NH:32][C:33]2[CH2:34][N:35]([C:44]([O:46][C:47]([CH3:50])([CH3:49])[CH3:48])=[O:45])[CH2:36][CH2:37][C:38]=2[C:39]([O:41][CH2:42][CH3:43])=[O:40])[CH3:31])[CH:29]=[CH:28][CH:27]=[CH:26][CH:25]=1, predict the reaction product. The product is: [C:24]1([C@@H:30]([NH:32][C@@H:33]2[CH:38]([C:39]([O:41][CH2:42][CH3:43])=[O:40])[CH2:37][CH2:36][N:35]([C:44]([O:46][C:47]([CH3:49])([CH3:48])[CH3:50])=[O:45])[CH2:34]2)[CH3:31])[CH:29]=[CH:28][CH:27]=[CH:26][CH:25]=1.